Dataset: Forward reaction prediction with 1.9M reactions from USPTO patents (1976-2016). Task: Predict the product of the given reaction. (1) Given the reactants [Cl:1][C:2]1[C:3]([N:8]2[CH2:13][CH2:12][N:11]([CH2:14][C:15]3[CH:16]=[N:17][N:18]([CH2:21][CH3:22])[C:19]=3[CH3:20])[CH2:10][CH2:9]2)=[N:4][CH:5]=[CH:6][N:7]=1.C(=O)([O-])[O-].[K+].[K+].[CH3:29][S:30]([NH:33][CH2:34][C:35]1[CH:40]=[CH:39][C:38](B(O)O)=[CH:37][CH:36]=1)(=[O:32])=[O:31].O, predict the reaction product. The product is: [ClH:1].[CH2:21]([N:18]1[C:19]([CH3:20])=[C:15]([CH2:14][N:11]2[CH2:12][CH2:13][N:8]([C:3]3[C:2]([C:38]4[CH:39]=[CH:40][C:35]([CH2:34][NH:33][S:30]([CH3:29])(=[O:31])=[O:32])=[CH:36][CH:37]=4)=[N:7][CH:6]=[CH:5][N:4]=3)[CH2:9][CH2:10]2)[CH:16]=[N:17]1)[CH3:22]. (2) Given the reactants C(OC([N:11]1[CH2:16][CH2:15][CH:14]([C@@H:17]([NH:19][C:20]2[N:25]=[C:24]([N:26]3[C@@H:30]([CH:31]([CH3:33])[CH3:32])[CH2:29][O:28][C:27]3=[O:34])[CH:23]=[CH:22][N:21]=2)[CH3:18])[CH2:13][CH2:12]1)=O)C1C=CC=CC=1, predict the reaction product. The product is: [CH:31]([C@H:30]1[CH2:29][O:28][C:27](=[O:34])[N:26]1[C:24]1[CH:23]=[CH:22][N:21]=[C:20]([NH:19][C@H:17]([CH:14]2[CH2:15][CH2:16][NH:11][CH2:12][CH2:13]2)[CH3:18])[N:25]=1)([CH3:32])[CH3:33]. (3) Given the reactants [C:1]1([NH2:8])[C:2]([NH2:7])=[CH:3][CH:4]=[CH:5][CH:6]=1.[CH3:9]OC1C=C(OC)C=CC=1C=O.C(O)(=O)C, predict the reaction product. The product is: [NH:7]1[C:2]2[CH:3]=[CH:4][CH:5]=[CH:6][C:1]=2[N:8]=[CH:9]1.